This data is from Full USPTO retrosynthesis dataset with 1.9M reactions from patents (1976-2016). The task is: Predict the reactants needed to synthesize the given product. (1) Given the product [CH2:33]([O:32][C:30](=[O:31])[NH:19][CH2:18][CH:15]1[CH2:14][C:13]2[CH:12]=[CH:11][CH:10]=[C:9]([C:6]3[CH:7]=[CH:8][C:3]([O:2][CH3:1])=[CH:4][CH:5]=3)[C:17]=2[O:16]1)[C:34]1[CH:39]=[CH:38][CH:37]=[CH:36][CH:35]=1, predict the reactants needed to synthesize it. The reactants are: [CH3:1][O:2][C:3]1[CH:8]=[CH:7][C:6]([C:9]2[C:17]3[O:16][CH:15]([CH2:18][NH2:19])[CH2:14][C:13]=3[CH:12]=[CH:11][CH:10]=2)=[CH:5][CH:4]=1.C(N(C(C)C)CC)(C)C.Cl[C:30]([O:32][CH2:33][C:34]1[CH:39]=[CH:38][CH:37]=[CH:36][CH:35]=1)=[O:31].C(OC(=O)NCC1CC2C=CC=C(C3CCCC3)C=2O1)C1C=CC=CC=1. (2) The reactants are: [OH:1][CH2:2][C@@H:3]([N:8]([CH3:19])[C:9](=[O:18])[O:10][CH2:11][C:12]1[CH:17]=[CH:16][CH:15]=[CH:14][CH:13]=1)[C@@H:4]([CH3:7])[CH2:5][CH3:6].C(N(CC)CC)C.O.COC(C)(C)C. Given the product [CH3:19][N:8]([C@@H:3]([C@@H:4]([CH3:7])[CH2:5][CH3:6])[CH:2]=[O:1])[C:9](=[O:18])[O:10][CH2:11][C:12]1[CH:13]=[CH:14][CH:15]=[CH:16][CH:17]=1, predict the reactants needed to synthesize it.